From a dataset of Reaction yield outcomes from USPTO patents with 853,638 reactions. Predict the reaction yield, written as a fraction of the theoretical maximum amount of product (1.0 means a 100% yield; for example, 0.34 means a 34% yield). (1) The product is [CH2:13]([N:7]1[C:8]([OH:12])=[C:9]([C:28]([NH:27][CH2:30][C:31]([OH:33])=[O:32])=[O:29])[C:10](=[O:11])[N:5]([CH2:1][CH2:2][CH2:3][CH3:4])[C:6]1=[O:17])[CH2:14][CH2:15][CH3:16]. The reactants are [CH2:1]([N:5]1[C:10](=[O:11])[CH2:9][C:8](=[O:12])[N:7]([CH2:13][CH2:14][CH2:15][CH3:16])[C:6]1=[O:17])[CH2:2][CH2:3][CH3:4].C(N(C(C)C)CC)(C)C.[N:27]([CH2:30][C:31]([O:33]CC)=[O:32])=[C:28]=[O:29]. The yield is 0.640. The catalyst is ClCCl. (2) The reactants are [OH:1][CH:2]([C:11]1[CH:16]=[CH:15][CH:14]=[CH:13][CH:12]=1)[CH2:3][NH:4][C:5](=[O:10])[CH2:6][CH2:7][C:8]#[CH:9].C1C=C[NH+]=CC=1.[O-][Cr](Cl)(=O)=O. The catalyst is C(Cl)Cl. The product is [O:1]=[C:2]([C:11]1[CH:12]=[CH:13][CH:14]=[CH:15][CH:16]=1)[CH2:3][NH:4][C:5](=[O:10])[CH2:6][CH2:7][C:8]#[CH:9]. The yield is 0.950. (3) The reactants are Cl[C:2]1[C:11]2[C:6](=[CH:7][C:8]([O:14][CH3:15])=[C:9]([O:12][CH3:13])[CH:10]=2)[N:5]=[CH:4][CH:3]=1.[OH:16][C:17]1[CH:22]=[CH:21][CH:20]=[CH:19][C:18]=1[C:23](=[O:25])[CH3:24]. The catalyst is CN(C)C1C=CN=CC=1.ClC1C=CC=CC=1Cl. The product is [CH3:13][O:12][C:9]1[CH:10]=[C:11]2[C:6](=[CH:7][C:8]=1[O:14][CH3:15])[N:5]=[CH:4][CH:3]=[C:2]2[O:16][C:17]1[CH:22]=[CH:21][CH:20]=[CH:19][C:18]=1[C:23](=[O:25])[CH3:24]. The yield is 0.430. (4) The reactants are Cl/[CH:2]=[CH:3]\[C:4]#[C:5][CH2:6][CH2:7][CH2:8][CH3:9].[CH3:10][Si:11]([C:14]#[CH:15])([CH3:13])[CH3:12]. The catalyst is [Pd]. The product is [CH3:10][Si:11]([CH3:13])([CH3:12])[C:14]#[C:15][CH:2]=[CH:3][C:4]#[C:5][CH2:6][CH2:7][CH2:8][CH3:9]. The yield is 0.530.